This data is from Reaction yield outcomes from USPTO patents with 853,638 reactions. The task is: Predict the reaction yield, written as a fraction of the theoretical maximum amount of product (1.0 means a 100% yield; for example, 0.34 means a 34% yield). The reactants are [C:1]([C:3]1[CH:8]=[CH:7][CH:6]=[CH:5][C:4]=1[C:9]1[CH:14]=[CH:13][C:12]([CH2:15][C:16]2[C:17](=[O:44])[N:18]([C@H:28]3[CH2:33][CH2:32][C@H:31]([O:34][CH:35]([CH2:41][CH2:42][OH:43])[C:36]([O:38][CH2:39][CH3:40])=[O:37])[CH2:30][CH2:29]3)[C:19]3[N:20]([N:25]=[CH:26][N:27]=3)[C:21]=2[CH2:22][CH2:23][CH3:24])=[CH:11][CH:10]=1)#[N:2].[CH3:45][C:46]1[CH:51]=[CH:50][C:49]([S:52](Cl)(=[O:54])=[O:53])=[CH:48][CH:47]=1.Cl. The catalyst is N1C=CC=CC=1. The product is [C:1]([C:3]1[CH:8]=[CH:7][CH:6]=[CH:5][C:4]=1[C:9]1[CH:14]=[CH:13][C:12]([CH2:15][C:16]2[C:17](=[O:44])[N:18]([C@H:28]3[CH2:33][CH2:32][C@H:31]([O:34][CH:35]([CH2:41][CH2:42][O:43][S:52]([C:49]4[CH:50]=[CH:51][C:46]([CH3:45])=[CH:47][CH:48]=4)(=[O:54])=[O:53])[C:36]([O:38][CH2:39][CH3:40])=[O:37])[CH2:30][CH2:29]3)[C:19]3[N:20]([N:25]=[CH:26][N:27]=3)[C:21]=2[CH2:22][CH2:23][CH3:24])=[CH:11][CH:10]=1)#[N:2]. The yield is 0.650.